This data is from Reaction yield outcomes from USPTO patents with 853,638 reactions. The task is: Predict the reaction yield, written as a fraction of the theoretical maximum amount of product (1.0 means a 100% yield; for example, 0.34 means a 34% yield). (1) The reactants are Cl[C:2]1[C:7]([N+:8]([O-:10])=[O:9])=[C:6]([Cl:11])[N:5]=[C:4]([S:12][CH2:13][CH2:14][CH3:15])[N:3]=1.[NH2:16][C@H:17]1[C@@H:21]2[O:22][C:23]([CH3:26])([CH3:25])[O:24][C@@H:20]2[C@@H:19]([O:27][CH2:28][CH2:29][OH:30])[CH2:18]1.O.C(OCC)(=O)C. The catalyst is O1CCCC1. The product is [Cl:11][C:6]1[N:5]=[C:4]([S:12][CH2:13][CH2:14][CH3:15])[N:3]=[C:2]([NH:16][C@H:17]2[C@@H:21]3[O:22][C:23]([CH3:25])([CH3:26])[O:24][C@@H:20]3[C@@H:19]([O:27][CH2:28][CH2:29][OH:30])[CH2:18]2)[C:7]=1[N+:8]([O-:10])=[O:9]. The yield is 0.450. (2) The reactants are [CH3:1][CH:2]([CH3:9])[C:3]([O:5][CH2:6][CH2:7]Cl)=[O:4].[C:10]([OH:17])(=[O:16])/[CH:11]=[CH:12]/[C:13]([OH:15])=[O:14]. The catalyst is CN1CCCC1=O. The product is [CH3:1][CH:2]([CH3:9])[C:3]([O:5][CH2:6][CH2:7][O:15][C:13](/[CH:12]=[CH:11]/[C:10]([OH:17])=[O:16])=[O:14])=[O:4]. The yield is 0.120. (3) The reactants are [N:1]1[CH:6]=[CH:5][CH:4]=[C:3]([C:7]2[CH2:11][CH:10]([C:12]([NH:14][C:15]3[CH:20]=[CH:19][C:18]([CH:21]([C:26]4[CH:31]=[CH:30][CH:29]=[CH:28][CH:27]=4)[C:22]([O:24]C)=[O:23])=[CH:17][CH:16]=3)=[O:13])[O:9][N:8]=2)[CH:2]=1.[OH-].[Na+].Cl. The catalyst is CO. The product is [N:1]1[CH:6]=[CH:5][CH:4]=[C:3]([C:7]2[CH2:11][CH:10]([C:12]([NH:14][C:15]3[CH:20]=[CH:19][C:18]([CH:21]([C:26]4[CH:31]=[CH:30][CH:29]=[CH:28][CH:27]=4)[C:22]([OH:24])=[O:23])=[CH:17][CH:16]=3)=[O:13])[O:9][N:8]=2)[CH:2]=1. The yield is 0.0520. (4) The reactants are [NH2:1][CH2:2][C@@H:3]1[C@H:7]2[O:8][C:9]([CH3:12])([CH3:11])[O:10][C@H:6]2[C@H:5]([N:13]2[C:17]3[N:18]=[CH:19][N:20]=[C:21]([NH:22][CH2:23][C:24]4[CH:29]=[CH:28][C:27]([O:30][CH3:31])=[CH:26][C:25]=4[O:32][CH3:33])[C:16]=3[CH:15]=[CH:14]2)[O:4]1.O=[C:35]1[CH2:38][CH:37]([CH2:39][CH2:40][C:41]([O:43][CH2:44][C:45]2[CH:50]=[CH:49][CH:48]=[CH:47][CH:46]=2)=[O:42])[CH2:36]1.CC(O)=O.[BH-](OC(C)=O)(OC(C)=O)OC(C)=O.[Na+]. The catalyst is ClCCCl.CO.C(Cl)Cl. The product is [CH3:33][O:32][C:25]1[CH:26]=[C:27]([O:30][CH3:31])[CH:28]=[CH:29][C:24]=1[CH2:23][NH:22][C:21]1[C:16]2[CH:15]=[CH:14][N:13]([C@H:5]3[C@@H:6]4[O:10][C:9]([CH3:12])([CH3:11])[O:8][C@@H:7]4[C@@H:3]([CH2:2][NH:1][CH:35]4[CH2:38][CH:37]([CH2:39][CH2:40][C:41]([O:43][CH2:44][C:45]5[CH:46]=[CH:47][CH:48]=[CH:49][CH:50]=5)=[O:42])[CH2:36]4)[O:4]3)[C:17]=2[N:18]=[CH:19][N:20]=1. The yield is 0.650. (5) The reactants are [CH3:1][S:2]([N:5]([CH3:49])[C:6]1[CH:11]=[CH:10][CH:9]=[CH:8][C:7]=1[C:12]1[N:20]2[C:15]([CH:16]=[N:17][C:18]([NH:21][C:22]3[CH:27]=[CH:26][C:25]([CH:28]4[CH2:33][CH2:32][N:31]([CH2:34][C:35]([NH2:37])=[O:36])[CH2:30][CH2:29]4)=[CH:24][C:23]=3[O:38][CH3:39])=[N:19]2)=[C:14]([O:40]COCC[Si](C)(C)C)[CH:13]=1)(=[O:4])=[O:3].FC(F)(F)C(O)=O. The catalyst is C(Cl)Cl. The product is [OH:40][C:14]1[CH:13]=[C:12]([C:7]2[CH:8]=[CH:9][CH:10]=[CH:11][C:6]=2[N:5]([S:2]([CH3:1])(=[O:3])=[O:4])[CH3:49])[N:20]2[C:15]=1[CH:16]=[N:17][C:18]([NH:21][C:22]1[CH:27]=[CH:26][C:25]([CH:28]3[CH2:33][CH2:32][N:31]([CH2:34][C:35]([NH2:37])=[O:36])[CH2:30][CH2:29]3)=[CH:24][C:23]=1[O:38][CH3:39])=[N:19]2. The yield is 0.320.